From a dataset of Catalyst prediction with 721,799 reactions and 888 catalyst types from USPTO. Predict which catalyst facilitates the given reaction. (1) Reactant: C([O:3][C:4]([C:6]1[N:7]=[C:8]([N:11]([C:22](=[O:30])[C:23]2[CH:28]=[CH:27][CH:26]=[CH:25][C:24]=2[Cl:29])[C:12]2[CH:17]=[CH:16][C:15]([O:18][CH3:19])=[C:14]([O:20][CH3:21])[CH:13]=2)[S:9][CH:10]=1)=[O:5])C.C(O)(=O)C.Cl. Product: [Cl:29][C:24]1[CH:25]=[CH:26][CH:27]=[CH:28][C:23]=1[C:22]([N:11]([C:12]1[CH:17]=[CH:16][C:15]([O:18][CH3:19])=[C:14]([O:20][CH3:21])[CH:13]=1)[C:8]1[S:9][CH:10]=[C:6]([C:4]([OH:5])=[O:3])[N:7]=1)=[O:30]. The catalyst class is: 12. (2) Reactant: Cl[C:2]1[C:3]2[C:4](=[CH:20][N:21]([CH2:23][C:24]3[CH:29]=[CH:28][C:27]([CH2:30][N:31]4[CH:35]=[CH:34][CH:33]=[N:32]4)=[CH:26][CH:25]=3)[CH:22]=2)[C:5]([NH:8][CH2:9][C:10]2[C:15]([Cl:16])=[CH:14][CH:13]=[C:12]([O:17][CH3:18])[C:11]=2[F:19])=[N:6][N:7]=1.N1(CC2C=CC(CN3C=C4C(C(NCC5C(Cl)=CC=C(OC)C=5F)=NN=C4Br)=C3)=CC=2)C=CC=N1. Product: [N:31]1([CH2:30][C:27]2[CH:28]=[CH:29][C:24]([CH2:23][N:21]3[CH:22]=[C:3]4[C:4]([C:5]([NH:8][CH2:9][C:10]5[C:15]([Cl:16])=[CH:14][CH:13]=[C:12]([O:17][CH3:18])[C:11]=5[F:19])=[N:6][N:7]=[CH:2]4)=[CH:20]3)=[CH:25][CH:26]=2)[CH:35]=[CH:34][CH:33]=[N:32]1. The catalyst class is: 29. (3) Reactant: [F:1][C:2]1[CH:10]=[C:9]([C:11]([F:17])([F:16])[C:12]([F:15])([F:14])[F:13])[CH:8]=[CH:7][C:3]=1[C:4]([OH:6])=O.[NH2:18][C:19]1[CH:20]=[C:21]([S:25]([NH2:28])(=[O:27])=[O:26])[CH:22]=[CH:23][CH:24]=1.CN(C(ON1N=NC2C=CC=NC1=2)=[N+](C)C)C.F[P-](F)(F)(F)(F)F.CN1CCOCC1.Cl. Product: [F:1][C:2]1[CH:10]=[C:9]([C:11]([F:17])([F:16])[C:12]([F:15])([F:14])[F:13])[CH:8]=[CH:7][C:3]=1[C:4]([NH:18][C:19]1[CH:24]=[CH:23][CH:22]=[C:21]([S:25](=[O:27])(=[O:26])[NH2:28])[CH:20]=1)=[O:6]. The catalyst class is: 18. (4) Reactant: [C:1](O)(=[O:13])[CH2:2][CH2:3][CH2:4][CH2:5][CH2:6][CH2:7][CH2:8][CH2:9][CH2:10][CH2:11][CH3:12].[CH2:15]([NH2:29])[CH2:16][CH2:17][CH2:18][CH2:19][CH2:20][CH2:21][CH2:22][CH2:23][CH2:24][CH2:25][CH2:26][CH2:27][CH3:28].ON1C(=O)CCC1=O.C(Cl)CCl. Product: [C:1]([CH2:28][CH2:27][CH2:26][CH2:25][CH2:24][CH2:23][CH2:22][CH2:21][CH2:20][CH2:19][CH2:18][CH2:17][CH2:16][CH2:15][NH2:29])(=[O:13])[CH2:2][CH2:3][CH2:4][CH2:5][CH2:6][CH2:7][CH2:8][CH2:9][CH2:10][CH2:11][CH3:12]. The catalyst class is: 236. (5) Reactant: [H-].[H-].[H-].[H-].[Li+].[Al+3].C[O:8][C:9](=O)[CH2:10][C:11]([C:14]1[CH:19]=[C:18]([F:20])[CH:17]=[CH:16][C:15]=1[O:21][CH3:22])([CH3:13])[CH3:12]. Product: [F:20][C:18]1[CH:17]=[CH:16][C:15]([O:21][CH3:22])=[C:14]([C:11]([CH3:12])([CH3:13])[CH2:10][CH2:9][OH:8])[CH:19]=1. The catalyst class is: 165. (6) Reactant: [Br:1][C:2]1[C:7]([OH:8])=[CH:6][CH:5]=[CH:4][N:3]=1.C(=O)([O-])[O-].[K+].[K+].[CH2:15](Br)[C:16]1[CH:21]=[CH:20][CH:19]=[CH:18][CH:17]=1.O. Product: [CH2:15]([O:8][C:7]1[C:2]([Br:1])=[N:3][CH:4]=[CH:5][CH:6]=1)[C:16]1[CH:21]=[CH:20][CH:19]=[CH:18][CH:17]=1. The catalyst class is: 9.